This data is from Full USPTO retrosynthesis dataset with 1.9M reactions from patents (1976-2016). The task is: Predict the reactants needed to synthesize the given product. (1) Given the product [CH3:1][O:2][C:3](=[O:16])[CH2:4][C:5]1[CH:10]=[CH:9][CH:8]=[C:7]([CH2:11][CH2:12][CH2:13][CH2:14][O:15][S:23]([C:20]2[CH:21]=[CH:22][C:17]([CH3:27])=[CH:18][CH:19]=2)(=[O:25])=[O:24])[CH:6]=1, predict the reactants needed to synthesize it. The reactants are: [CH3:1][O:2][C:3](=[O:16])[CH2:4][C:5]1[CH:10]=[CH:9][CH:8]=[C:7]([CH2:11][CH2:12][CH2:13][CH2:14][OH:15])[CH:6]=1.[C:17]1([CH3:27])[CH:22]=[CH:21][C:20]([S:23](Cl)(=[O:25])=[O:24])=[CH:19][CH:18]=1. (2) Given the product [CH2:1]([C:8]1[N:9]([CH3:19])[C:10]([C@@H:13]2[CH2:17][CH2:16][C@H:15]([NH:18][C:30]3[N:35]=[CH:34][N:33]=[C:32]4[NH:36][N:37]=[CH:38][C:31]=34)[CH2:14]2)=[N:11][N:12]=1)[C:2]1[CH:7]=[CH:6][CH:5]=[CH:4][CH:3]=1, predict the reactants needed to synthesize it. The reactants are: [CH2:1]([C:8]1[N:9]([CH3:19])[C:10]([C@@H:13]2[CH2:17][CH2:16][C@H:15]([NH2:18])[CH2:14]2)=[N:11][N:12]=1)[C:2]1[CH:7]=[CH:6][CH:5]=[CH:4][CH:3]=1.CCN(C(C)C)C(C)C.Cl[C:30]1[N:35]=[CH:34][N:33]=[C:32]2[N:36](C3CCCCO3)[N:37]=[CH:38][C:31]=12. (3) The reactants are: O.[NH2:2][NH2:3].Cl[C:5]1[N:6]=[N:7][C:8]([C:11]2[CH:16]=[CH:15][CH:14]=[CH:13][CH:12]=2)=[CH:9][N:10]=1. Given the product [NH:2]([C:5]1[N:6]=[N:7][C:8]([C:11]2[CH:16]=[CH:15][CH:14]=[CH:13][CH:12]=2)=[CH:9][N:10]=1)[NH2:3], predict the reactants needed to synthesize it. (4) Given the product [CH2:17]([N:3]([CH2:1][CH3:2])[CH2:4][CH2:5][CH2:6][O:7][C:8]1[CH:9]=[CH:10][C:11]([NH2:14])=[CH:12][CH:13]=1)[CH3:18], predict the reactants needed to synthesize it. The reactants are: [CH2:1]([N:3]([CH2:17][CH3:18])[CH2:4][CH2:5][CH2:6][O:7][C:8]1[CH:13]=[CH:12][C:11]([N+:14]([O-])=O)=[CH:10][CH:9]=1)[CH3:2]. (5) Given the product [OH:1][CH2:2][C@H:3]([NH:5][C:6]1[C:7]2[S:24][C:23](=[O:25])[NH:22][C:8]=2[N:9]=[C:10]([S:12][CH2:15][C:16]2[S:26][CH:19]=[CH:18][CH:17]=2)[N:11]=1)[CH3:4], predict the reactants needed to synthesize it. The reactants are: [OH:1][CH2:2][C@H:3]([NH:5][C:6]1[C:7]2[S:24][C:23](=[O:25])[NH:22][C:8]=2[N:9]=[C:10]([S:12]([CH2:15][C:16]2C=C[CH:19]=[CH:18][CH:17]=2)(=O)=O)[N:11]=1)[CH3:4].[S:26]1C=CC=C1CS. (6) The reactants are: [Br:1][C:2]1[C:11]2[C:6](=[CH:7][CH:8]=[C:9]([O:12]C)[CH:10]=2)[C:5](=[O:14])[N:4]([C:15]2[CH:20]=[CH:19][C:18]([O:21]C)=[CH:17][CH:16]=2)[CH:3]=1.C(Cl)Cl.B(Br)(Br)Br. Given the product [Br:1][C:2]1[C:11]2[C:6](=[CH:7][CH:8]=[C:9]([OH:12])[CH:10]=2)[C:5](=[O:14])[N:4]([C:15]2[CH:20]=[CH:19][C:18]([OH:21])=[CH:17][CH:16]=2)[CH:3]=1, predict the reactants needed to synthesize it.